Dataset: Forward reaction prediction with 1.9M reactions from USPTO patents (1976-2016). Task: Predict the product of the given reaction. The product is: [CH2:2]([O:3][C:4]1[N:12]([CH2:13][C:14]2[CH:15]=[CH:16][C:17]([C:20]3[CH:21]=[CH:22][CH:23]=[CH:24][C:25]=3[C:26]3[N:27]([C:79]([C:80]4[CH:85]=[CH:84][CH:83]=[CH:82][CH:81]=4)([C:92]4[CH:93]=[CH:94][CH:95]=[CH:96][CH:97]=4)[C:86]4[CH:87]=[CH:88][CH:89]=[CH:90][CH:91]=4)[N:28]=[N:29][N:30]=3)=[CH:18][CH:19]=2)[C:11]2[C:10]([C:31]([OH:33])=[O:32])=[CH:9][CH:8]=[CH:7][C:6]=2[N:5]=1)[CH3:1]. Given the reactants [CH3:1][CH2:2][O:3][C:4]1[N:12]([CH2:13][C:14]2[CH:15]=[CH:16][C:17]([C:20]3[CH:21]=[CH:22][CH:23]=[CH:24][C:25]=3[C:26]3[N:30]=[N:29][NH:28][N:27]=3)=[CH:18][CH:19]=2)[C:11]2[C:10]([C:31]([O:33]C(OC(OC3CCCCC3)=O)C)=[O:32])=[CH:9][CH:8]=[CH:7][C:6]=2[N:5]=1.C(OC1NC2C(CC3C=CC(C4C=CC=CC=4C4NN=NN=4)=CC=3)=CC=C(C(O)=O)C=2N=1)C.[C:79](Cl)([C:92]1[CH:97]=[CH:96][CH:95]=[CH:94][CH:93]=1)([C:86]1[CH:91]=[CH:90][CH:89]=[CH:88][CH:87]=1)[C:80]1[CH:85]=[CH:84][CH:83]=[CH:82][CH:81]=1, predict the reaction product.